Dataset: Full USPTO retrosynthesis dataset with 1.9M reactions from patents (1976-2016). Task: Predict the reactants needed to synthesize the given product. Given the product [CH3:15][O:14][C:11]1[CH:12]=[CH:13][C:8]([C:2]([CH3:16])([CH3:7])[C:3]([F:6])([F:5])[F:4])=[CH:9][CH:10]=1, predict the reactants needed to synthesize it. The reactants are: Cl[C:2]([C:8]1[CH:13]=[CH:12][C:11]([O:14][CH3:15])=[CH:10][CH:9]=1)([CH3:7])[C:3]([F:6])([F:5])[F:4].[CH3:16][Al](C)C.